Dataset: Forward reaction prediction with 1.9M reactions from USPTO patents (1976-2016). Task: Predict the product of the given reaction. The product is: [CH:23]1([CH:22]=[C:21]([C:11]2[NH:10][C:14]3=[N:15][CH:16]=[C:17]([O:19][CH3:20])[CH:18]=[C:13]3[CH:12]=2)[C:28]2[CH:33]=[CH:32][C:31]([C:34]([F:37])([F:35])[F:36])=[CH:30][CH:29]=2)[CH2:27][CH2:26][CH2:25][CH2:24]1. Given the reactants C1(S([N:10]2[C:14]3=[N:15][CH:16]=[C:17]([O:19][CH3:20])[CH:18]=[C:13]3[CH:12]=[C:11]2[C:21]([C:28]2[CH:33]=[CH:32][C:31]([C:34]([F:37])([F:36])[F:35])=[CH:30][CH:29]=2)=[CH:22][CH:23]2[CH2:27][CH2:26][CH2:25][CH2:24]2)(=O)=O)C=CC=CC=1.[F-].C([N+](CCCC)(CCCC)CCCC)CCC, predict the reaction product.